Dataset: Forward reaction prediction with 1.9M reactions from USPTO patents (1976-2016). Task: Predict the product of the given reaction. (1) Given the reactants [Cl:1][C:2]1[CH:11]=[CH:10][C:9]2[C:8]([OH:12])=[CH:7][CH:6]=[CH:5][C:4]=2[N:3]=1.C(=O)([O-])[O-].[K+].[K+].Br[CH2:20][CH2:21][O:22][CH3:23].O, predict the reaction product. The product is: [Cl:1][C:2]1[CH:11]=[CH:10][C:9]2[C:4](=[CH:5][CH:6]=[CH:7][C:8]=2[O:12][CH2:20][CH2:21][O:22][CH3:23])[N:3]=1. (2) Given the reactants [N:1]1([C:6]2[N:7]=[CH:8][C:9]([C:12]([OH:14])=O)=[N:10][CH:11]=2)[CH:5]=[N:4][CH:3]=[N:2]1.C(#N)C.C(Cl)(=O)C(Cl)=O.[NH2:24][C:25]1[CH:26]=[CH:27][C:28]([F:46])=[C:29]([C@:31]23[CH2:39][O:38][C@H:37]([C:40]([F:44])([F:43])[CH2:41][CH3:42])[C@H:36]2[CH2:35][S:34][C:33]([NH2:45])=[N:32]3)[CH:30]=1, predict the reaction product. The product is: [NH2:45][C:33]1[S:34][CH2:35][C@@H:36]2[C@@H:37]([C:40]([F:44])([F:43])[CH2:41][CH3:42])[O:38][CH2:39][C@:31]2([C:29]2[CH:30]=[C:25]([NH:24][C:12]([C:9]3[CH:8]=[N:7][C:6]([N:1]4[CH:5]=[N:4][CH:3]=[N:2]4)=[CH:11][N:10]=3)=[O:14])[CH:26]=[CH:27][C:28]=2[F:46])[N:32]=1. (3) Given the reactants Cl.[CH3:2][S:3]([C:6]1[CH:11]=[CH:10][C:9]([N:12]2[C:16]3=[N:17][CH:18]=[N:19][C:20]([O:21][CH:22]4[CH2:27][CH2:26][NH:25][CH2:24][CH2:23]4)=[C:15]3[CH:14]=[N:13]2)=[CH:8][CH:7]=1)(=[O:5])=[O:4].CCN(CC)CC.[CH2:35]([C:37]([CH2:39]Br)=[O:38])[CH3:36].C(O)(C(F)(F)F)=O, predict the reaction product. The product is: [CH3:2][S:3]([C:6]1[CH:11]=[CH:10][C:9]([N:12]2[C:16]3=[N:17][CH:18]=[N:19][C:20]([O:21][CH:22]4[CH2:27][CH2:26][N:25]([CH2:39][C:37](=[O:38])[CH2:35][CH3:36])[CH2:24][CH2:23]4)=[C:15]3[CH:14]=[N:13]2)=[CH:8][CH:7]=1)(=[O:4])=[O:5]. (4) Given the reactants [CH:1]1([O:6][C:7]2[C:12]3[O:13][C:14]([CH3:16])=[CH:15][C:11]=3[C:10]([C:17]([OH:19])=[O:18])=[CH:9][CH:8]=2)[CH2:5][CH2:4][CH2:3][CH2:2]1.[C:20](=O)([O-])[O-].[K+].[K+].S(OC)(OC)(=O)=O, predict the reaction product. The product is: [CH3:20][O:18][C:17]([C:10]1[C:11]2[CH:15]=[C:14]([CH3:16])[O:13][C:12]=2[C:7]([O:6][CH:1]2[CH2:2][CH2:3][CH2:4][CH2:5]2)=[CH:8][CH:9]=1)=[O:19].